This data is from Reaction yield outcomes from USPTO patents with 853,638 reactions. The task is: Predict the reaction yield, written as a fraction of the theoretical maximum amount of product (1.0 means a 100% yield; for example, 0.34 means a 34% yield). (1) The reactants are C(OC([N:8]1[CH2:13][CH2:12][N:11]([C:14]2[C:18]([O:19][CH2:20][C:21]3[CH:26]=[CH:25][N:24]=[CH:23][CH:22]=3)=[N:17][S:16][N:15]=2)[CH2:10][CH2:9]1)=O)(C)(C)C.[ClH:27]. The catalyst is O1CCOCC1.CCOC(C)=O. The product is [ClH:27].[ClH:27].[N:24]1[CH:25]=[CH:26][C:21]([CH2:20][O:19][C:18]2[C:14]([N:11]3[CH2:12][CH2:13][NH:8][CH2:9][CH2:10]3)=[N:15][S:16][N:17]=2)=[CH:22][CH:23]=1. The yield is 0.960. (2) The reactants are [NH2:1][C:2]1[CH:7]=[CH:6][CH:5]=[CH:4][CH:3]=1.[N:8]#[C:9][NH2:10].[N+:11]([O-:14])([OH:13])=[O:12].C(OCC)C. The catalyst is C(O)C. The product is [N+:11]([O-:14])([OH:13])=[O:12].[C:2]1([NH:1][C:9]([NH2:10])=[NH:8])[CH:7]=[CH:6][CH:5]=[CH:4][CH:3]=1. The yield is 0.900. (3) The product is [NH2:2][CH2:1][C:3]1([C:16]2[CH:17]=[CH:18][CH:19]=[CH:20][CH:21]=2)[CH2:8][CH2:7][N:6]([C:9]([O:11][C:12]([CH3:14])([CH3:15])[CH3:13])=[O:10])[CH2:5][CH2:4]1. The reactants are [C:1]([C:3]1([C:16]2[CH:21]=[CH:20][CH:19]=[CH:18][CH:17]=2)[CH2:8][CH2:7][N:6]([C:9]([O:11][C:12]([CH3:15])([CH3:14])[CH3:13])=[O:10])[CH2:5][CH2:4]1)#[N:2]. The yield is 0.320. The catalyst is C(O)(=O)C.C(O)C.[Pt]=O.